From a dataset of Full USPTO retrosynthesis dataset with 1.9M reactions from patents (1976-2016). Predict the reactants needed to synthesize the given product. (1) Given the product [F:27][C:24]1[CH:25]=[CH:26][C:21]([CH:19]([CH3:20])[C:18]([NH:17]/[N:16]=[C:9]2\[C:10](=[O:15])[NH:11][C:12]3[C:8]\2=[CH:7][C:6]([NH:5][C:3](=[O:4])[CH2:2][N:33]2[CH2:34][CH2:35][CH2:30][CH2:31][CH2:32]2)=[CH:14][CH:13]=3)=[O:28])=[CH:22][CH:23]=1, predict the reactants needed to synthesize it. The reactants are: Cl[CH2:2][C:3]([NH:5][C:6]1[CH:7]=[C:8]2[C:12](=[CH:13][CH:14]=1)[NH:11][C:10](=[O:15])[C:9]2=[N:16][NH:17][C:18](=[O:28])[CH:19]([C:21]1[CH:26]=[CH:25][C:24]([F:27])=[CH:23][CH:22]=1)[CH3:20])=[O:4].O[CH:30]1[CH2:35][CH2:34][NH:33][CH2:32][CH2:31]1.C(N(CC)CC)C. (2) Given the product [OH:54][C@H:25]([C@H:13]1[CH2:14][C@@H:15]([OH:17])[CH2:16][NH:12]1)[C@@H:26]([NH:34][C:35](=[O:53])[C:36]1[CH:41]=[CH:40][CH:39]=[C:38]([C:42]([N:43]([CH3:51])[CH2:44][C:45]2[S:46][CH:47]=[C:48]([CH3:50])[N:49]=2)=[O:52])[CH:37]=1)[CH2:27][C:28]1[CH:33]=[CH:32][CH:31]=[CH:30][CH:29]=1, predict the reactants needed to synthesize it. The reactants are: B(Br)(Br)Br.C(OC([N:12]1[CH2:16][C@H:15]([O:17]CC2C=CC=CC=2)[CH2:14][C@@H:13]1[C@@H:25]([OH:54])[C@@H:26]([NH:34][C:35](=[O:53])[C:36]1[CH:41]=[CH:40][CH:39]=[C:38]([C:42](=[O:52])[N:43]([CH3:51])[CH2:44][C:45]2[S:46][CH:47]=[C:48]([CH3:50])[N:49]=2)[CH:37]=1)[CH2:27][C:28]1[CH:33]=[CH:32][CH:31]=[CH:30][CH:29]=1)=O)(C)(C)C. (3) The reactants are: [CH3:1][O:2][C:3]1[CH:4]=[CH:5][C:6]([C:14](=[O:17])[CH2:15][CH3:16])=[C:7]2[C:12]=1[N:11]=[C:10]([CH3:13])[CH:9]=[CH:8]2.[H-].[Na+].[Cl-].[NH4+].[C:22](=[O:27])([O:25][CH3:26])OC. Given the product [CH3:1][O:2][C:3]1[CH:4]=[CH:5][C:6]([C:14](=[O:17])[CH:15]([CH3:16])[C:22]([O:25][CH3:26])=[O:27])=[C:7]2[C:12]=1[N:11]=[C:10]([CH3:13])[CH:9]=[CH:8]2, predict the reactants needed to synthesize it. (4) Given the product [CH3:20][O:19][C:16]1[CH:17]=[C:18]2[C:13](=[CH:14][C:15]=1[O:21][CH3:22])[N:12]=[CH:11][CH:10]=[C:9]2[O:8][C:7]1[C:2]([CH:31]=[CH:30][C:24]2[CH:29]=[CH:28][CH:27]=[CH:26][CH:25]=2)=[N:3][C:4]([CH3:23])=[CH:5][CH:6]=1, predict the reactants needed to synthesize it. The reactants are: I[C:2]1[C:7]([O:8][C:9]2[C:18]3[C:13](=[CH:14][C:15]([O:21][CH3:22])=[C:16]([O:19][CH3:20])[CH:17]=3)[N:12]=[CH:11][CH:10]=2)=[CH:6][CH:5]=[C:4]([CH3:23])[N:3]=1.[C:24]1(/[CH:30]=[CH:31]/B(O)O)[CH:29]=[CH:28][CH:27]=[CH:26][CH:25]=1.C(=O)([O-])O.[Na+].